Dataset: Catalyst prediction with 721,799 reactions and 888 catalyst types from USPTO. Task: Predict which catalyst facilitates the given reaction. (1) Reactant: [CH2:1]([O:3][C:4](=[O:28])[CH:5]([C:16]1[N:17]([C:21]2[C:26]([F:27])=[CH:25][CH:24]=[CH:23][N:22]=2)[N:18]=[CH:19][CH:20]=1)[C:6]1[C:11]([CH2:12][CH2:13][CH3:14])=[C:10](I)[N:9]=[CH:8][N:7]=1)[CH3:2].[NH2:29][NH2:30]. Product: [CH2:1]([O:3][C:4](=[O:28])[CH:5]([C:16]1[N:17]([C:21]2[C:26]([F:27])=[CH:25][CH:24]=[CH:23][N:22]=2)[N:18]=[CH:19][CH:20]=1)[C:6]1[C:11]([CH2:12][CH2:13][CH3:14])=[C:10]([NH:29][NH2:30])[N:9]=[CH:8][N:7]=1)[CH3:2]. The catalyst class is: 14. (2) Reactant: C(OC([N:8]([CH2:19][C:20]1[CH:34]=[CH:33][C:23]([C:24]([NH:26][CH:27]([CH3:32])[C:28]([O:30][CH3:31])=[O:29])=[O:25])=[CH:22][CH:21]=1)[C@H:9]1[CH2:14][CH2:13][C@H:12]([C:15]([CH3:18])([CH3:17])[CH3:16])[CH2:11][CH2:10]1)=O)(C)(C)C.[C:35]([OH:41])([C:37]([F:40])([F:39])[F:38])=[O:36]. Product: [F:38][C:37]([F:40])([F:39])[C:35]([OH:41])=[O:36].[C:15]([C@H:12]1[CH2:11][CH2:10][C@H:9]([NH:8][CH2:19][C:20]2[CH:21]=[CH:22][C:23]([C:24]([NH:26][CH:27]([CH3:32])[C:28]([O:30][CH3:31])=[O:29])=[O:25])=[CH:33][CH:34]=2)[CH2:14][CH2:13]1)([CH3:17])([CH3:16])[CH3:18]. The catalyst class is: 4. (3) Reactant: C(NC(=O)O)(C)(C)C.C(NC(=O)O)(C)(C)C.[NH2:17][CH2:18][C:19]1[C:28](=[O:29])[C:27]2[C:22](=[N:23][CH:24]=[CH:25][CH:26]=2)[N:21]([C:30]2[CH:35]=[CH:34][CH:33]=[CH:32][CH:31]=2)[C:20]=1[C:36]1[O:37][CH:38]=[CH:39][N:40]=1.[C:41]([OH:47])([C:43]([F:46])([F:45])[F:44])=[O:42]. Product: [F:44][C:43]([F:46])([F:45])[C:41]([OH:47])=[O:42].[NH2:17][CH2:18][C:19]1[C:28](=[O:29])[C:27]2[C:22](=[N:23][CH:24]=[CH:25][CH:26]=2)[N:21]([C:30]2[CH:35]=[CH:34][CH:33]=[CH:32][CH:31]=2)[C:20]=1[C:36]1[O:37][CH:38]=[CH:39][N:40]=1. The catalyst class is: 2. (4) Reactant: [N+](C1C=CC([O:8][P:9]([NH:18][C@@H:19]([CH3:29])[C:20]([O:22][CH2:23][CH:24]([CH2:27][CH3:28])[CH2:25][CH3:26])=[O:21])([O:11][C:12]2[CH:17]=[CH:16][CH:15]=[CH:14][CH:13]=2)=[O:10])=CC=1)([O-])=O.[NH2:32][C:33]1[C:38]2=[CH:39][CH:40]=[C:41]([C@@:42]3([C:51]#[N:52])[C@H:46]([OH:47])[C@H:45]([OH:48])[C@@H:44]([CH2:49]O)[O:43]3)[N:37]2[N:36]=[CH:35][N:34]=1.C([Mg]Cl)(C)(C)C.C1COCC1. Product: [NH2:32][C:33]1[C:38]2=[CH:39][CH:40]=[C:41]([C@:42]3([C:51]#[N:52])[O:43][C@H:44]([CH2:49][O:8][P:9]([NH:18][C@@H:19]([CH3:29])[C:20]([O:22][CH2:23][CH:24]([CH2:25][CH3:26])[CH2:27][CH3:28])=[O:21])([O:11][C:12]4[CH:13]=[CH:14][CH:15]=[CH:16][CH:17]=4)=[O:10])[C@@H:45]([OH:48])[C@H:46]3[OH:47])[N:37]2[N:36]=[CH:35][N:34]=1. The catalyst class is: 39.